From a dataset of Full USPTO retrosynthesis dataset with 1.9M reactions from patents (1976-2016). Predict the reactants needed to synthesize the given product. (1) Given the product [F:52][C:53]1[CH:54]=[CH:55][CH:56]=[C:57]2[C:61]=1[N:60]([C:62]1[N:66]=[C:65]([C:67]3([OH:79])[CH2:68][CH2:69][N:70]([CH:73]4[CH2:74][CH2:75][N:76]([C:3](=[O:5])[CH3:2])[CH2:77][CH2:78]4)[CH2:71][CH2:72]3)[O:64][N:63]=1)[N:59]=[C:58]2[CH:80]([CH3:82])[CH3:81], predict the reactants needed to synthesize it. The reactants are: F[C:2](F)(F)[C:3]([OH:5])=O.FC(F)(F)C(O)=O.C(C1C2C(=CC=CC=2)N(C2N=C(C3CCN(CCC4CCNCC4)CC3)ON=2)N=1)C.ClC(OC)=O.Cl.Cl.[F:52][C:53]1[CH:54]=[CH:55][CH:56]=[C:57]2[C:61]=1[N:60]([C:62]1[N:66]=[C:65]([C:67]3([OH:79])[CH2:72][CH2:71][N:70]([CH:73]4[CH2:78][CH2:77][NH:76][CH2:75][CH2:74]4)[CH2:69][CH2:68]3)[O:64][N:63]=1)[N:59]=[C:58]2[CH:80]([CH3:82])[CH3:81].C(Cl)(=O)C. (2) Given the product [N:33]1[CH:38]=[C:37]([C:2]2[CH:10]=[CH:9][CH:8]=[C:7]3[C:3]=2[C:4]2([CH2:25][O:24][C:23]4[CH:26]=[C:27]5[C:31](=[CH:32][C:22]2=4)[CH2:30][CH2:29][O:28]5)[CH2:5][N:6]3[CH2:11][C:12]2[O:13][C:14]([C:17]([F:19])([F:18])[F:20])=[CH:15][CH:16]=2)[CH:36]=[N:35][CH:34]=1, predict the reactants needed to synthesize it. The reactants are: Br[C:2]1[CH:10]=[CH:9][CH:8]=[C:7]2[C:3]=1[C:4]1([CH2:25][O:24][C:23]3[CH:26]=[C:27]4[C:31](=[CH:32][C:22]1=3)[CH2:30][CH2:29][O:28]4)[C:5](=O)[N:6]2[CH2:11][C:12]1[O:13][C:14]([C:17]([F:20])([F:19])[F:18])=[CH:15][CH:16]=1.[N:33]1[CH:38]=[C:37](B(O)O)[CH:36]=[N:35][CH:34]=1.C(=O)([O-])[O-].[Na+].[Na+]. (3) The reactants are: C[O:2][C:3]1[CH:8]=[CH:7][C:6]([CH3:9])=[CH:5][C:4]=1[C:10](=[O:21])[CH2:11][CH2:12][CH2:13][CH2:14][CH2:15][CH2:16][C:17]([O:19][CH3:20])=[O:18].B(Br)(Br)Br.O. Given the product [OH:2][C:3]1[CH:8]=[CH:7][C:6]([CH3:9])=[CH:5][C:4]=1[C:10](=[O:21])[CH2:11][CH2:12][CH2:13][CH2:14][CH2:15][CH2:16][C:17]([O:19][CH3:20])=[O:18], predict the reactants needed to synthesize it. (4) Given the product [CH3:12][O:11][CH:10]([O:13][CH3:14])[CH2:9][N:1]1[CH:5]=[CH:4][N:3]=[C:2]1[CH:6]=[O:7], predict the reactants needed to synthesize it. The reactants are: [NH:1]1[CH:5]=[CH:4][N:3]=[C:2]1[CH:6]=[O:7].Br[CH2:9][CH:10]([O:13][CH3:14])[O:11][CH3:12].C(=O)([O-])[O-].[K+].[K+].[I-].[K+]. (5) The reactants are: [F:1][C:2]1[CH:7]=[CH:6][C:5]([C:8]2[O:12][N:11]=[CH:10][C:9]=2[C:13]([OH:15])=O)=[CH:4][CH:3]=1.[NH:16]1[CH2:20][CH2:19][CH2:18][CH2:17]1. Given the product [F:1][C:2]1[CH:3]=[CH:4][C:5]([C:8]2[O:12][N:11]=[CH:10][C:9]=2[C:13]([N:16]2[CH2:20][CH2:19][CH2:18][CH2:17]2)=[O:15])=[CH:6][CH:7]=1, predict the reactants needed to synthesize it. (6) Given the product [CH:42]1[C:33]2[C:28](=[CH:29][CH:30]=[CH:31][CH:32]=2)[CH:27]=[CH:26][C:41]=1[CH2:40][C:39]([NH:13][C@@H:14]([CH2:15][C:16]1[CH:21]=[CH:20][CH:19]=[CH:18][CH:17]=1)[C:22]([OH:24])=[O:23])=[O:44].[CH:45]1[C:54]2[C:49](=[CH:50][CH:51]=[CH:52][CH:53]=2)[CH:48]=[CH:47][C:46]=1[CH2:3][C:2]([NH:25][C@H:26]([CH2:27][C:28]1[CH:33]=[CH:32][CH:31]=[CH:30][CH:29]=1)[C:34]([OH:36])=[O:35])=[O:1], predict the reactants needed to synthesize it. The reactants are: [OH:1][CH:2]1O[C@H](CO)[C@@H](O)[C@H](O)[C@H:3]1N.[NH2:13][C@@H:14]([C:22]([OH:24])=[O:23])[CH2:15][C:16]1[CH:21]=[CH:20][CH:19]=[CH:18][CH:17]=1.[NH2:25][C@H:26]([C:34]([OH:36])=[O:35])[CH2:27][C:28]1[CH:33]=[CH:32][CH:31]=[CH:30][CH:29]=1.ON1[C:42](=O)[CH2:41][CH2:40][C:39]1=[O:44].[CH:45]1[C:54]2[C:49](=[CH:50][CH:51]=[CH:52][CH:53]=2)[CH:48]=[CH:47][C:46]=1OCC(O)=O. (7) The reactants are: [CH3:1][O:2][C:3]1[CH:4]=[CH:5][C:6]2[C:7]3[CH2:19][C:18]4[C:13](=[CH:14][CH:15]=[CH:16][CH:17]=4)[C:8]=3[N:9]([CH3:12])[C:10]=2[CH:11]=1.[Li]CCCC.[CH3:25][Si:26](Cl)([CH3:28])[CH3:27]. Given the product [CH3:1][O:2][C:3]1[CH:4]=[CH:5][C:6]2[C:7]3[CH:19]([Si:26]([CH3:28])([CH3:27])[CH3:25])[C:18]4[C:13](=[CH:14][CH:15]=[CH:16][CH:17]=4)[C:8]=3[N:9]([CH3:12])[C:10]=2[CH:11]=1, predict the reactants needed to synthesize it. (8) Given the product [C:11]([C:8]1[N:6]2[CH:7]=[C:2]([C:29]3[CH:30]=[C:25]([NH:24][S:21]([C:15]4[CH:16]=[CH:17][C:18]([F:20])=[CH:19][C:14]=4[F:13])(=[O:23])=[O:22])[C:26]([O:40][CH3:41])=[N:27][CH:28]=3)[CH:3]=[CH:4][C:5]2=[N:10][CH:9]=1)#[N:12], predict the reactants needed to synthesize it. The reactants are: Cl[C:2]1[CH:3]=[CH:4][C:5]2[N:6]([C:8]([C:11]#[N:12])=[CH:9][N:10]=2)[CH:7]=1.[F:13][C:14]1[CH:19]=[C:18]([F:20])[CH:17]=[CH:16][C:15]=1[S:21]([NH:24][C:25]1[C:26]([O:40][CH3:41])=[N:27][CH:28]=[C:29](B2OC(C)(C)C(C)(C)O2)[CH:30]=1)(=[O:23])=[O:22].C(Cl)Cl.C([O-])([O-])=O.[Na+].[Na+].N#N. (9) Given the product [Cl:41][C:38]1[CH:39]=[CH:40][C:35]([C:25]2[N:24]([CH:17]([CH:18]3[CH2:23][CH2:22][CH2:21][CH2:20][CH2:19]3)[C:16]([NH:15][C:12]3[CH:13]=[CH:14][C:9]([O:8][CH2:7][C:6]([OH:44])=[O:5])=[CH:10][C:11]=3[F:43])=[O:42])[C:28]3[CH:29]=[C:30]([F:34])[C:31]([F:33])=[CH:32][C:27]=3[N:26]=2)=[CH:36][CH:37]=1, predict the reactants needed to synthesize it. The reactants are: C([O:5][C:6](=[O:44])[CH2:7][O:8][C:9]1[CH:14]=[CH:13][C:12]([NH:15][C:16](=[O:42])[CH:17]([N:24]2[C:28]3[CH:29]=[C:30]([F:34])[C:31]([F:33])=[CH:32][C:27]=3[N:26]=[C:25]2[C:35]2[CH:40]=[CH:39][C:38]([Cl:41])=[CH:37][CH:36]=2)[CH:18]2[CH2:23][CH2:22][CH2:21][CH2:20][CH2:19]2)=[C:11]([F:43])[CH:10]=1)(C)(C)C.FC(F)(F)C(O)=O.